This data is from Catalyst prediction with 721,799 reactions and 888 catalyst types from USPTO. The task is: Predict which catalyst facilitates the given reaction. (1) Reactant: C(=O)([O-])[O-].[K+].[K+].[Br:7][C:8]1[CH:9]=[N:10][CH:11]=[CH:12][C:13]=1[CH2:14][O:15][C:16]1[CH:17]=[N:18][C:19]([N:22]2[CH2:27][CH2:26][N:25]([C:28]#[N:29])[CH2:24][CH2:23]2)=[N:20][CH:21]=1.Cl.[NH2:31][OH:32]. Product: [Br:7][C:8]1[CH:9]=[N:10][CH:11]=[CH:12][C:13]=1[CH2:14][O:15][C:16]1[CH:17]=[N:18][C:19]([N:22]2[CH2:27][CH2:26][N:25](/[C:28](=[N:31]/[OH:32])/[NH2:29])[CH2:24][CH2:23]2)=[N:20][CH:21]=1. The catalyst class is: 40. (2) Reactant: [CH2:1]([O:8][C:9]1[CH:14]=[CH:13][CH:12]=[CH:11][C:10]=1[OH:15])[C:2]1[CH:7]=[CH:6][CH:5]=[CH:4][CH:3]=1.[Br:16]N1C(=O)CCC1=O. Product: [CH2:1]([O:8][C:9]1[CH:14]=[C:13]([Br:16])[CH:12]=[CH:11][C:10]=1[OH:15])[C:2]1[CH:3]=[CH:4][CH:5]=[CH:6][CH:7]=1. The catalyst class is: 10. (3) Reactant: N([C:8]([O:10][CH2:11][CH3:12])=[O:9])=N[C:8]([O:10][CH2:11][CH3:12])=[O:9].[CH3:13][C:14]1([CH3:25])[O:20][CH:18]([OH:19])[C@H:17]([OH:21])[C@H:16]([OH:22])[C@H:15]1[O:23][CH3:24].[C:43]1(P([C:39]2[CH:44]=[CH:43][CH:42]=[CH:41]C=2)[C:43]2[CH:44]=[CH:39]C=[CH:41][CH:42]=2)[CH:44]=[CH:39]C=[CH:41][CH:42]=1.ClCCl. Product: [CH3:13][C:14]1([CH3:25])[O:20][C@@H:18]([O:19][C:43]2[CH:44]=[CH:39][C:12]3[C:18]([O:20][CH2:14][CH:15]=[CH2:16])=[CH:17][C:8](=[O:9])[O:10][C:11]=3[C:42]=2[CH3:41])[C@H:17]([OH:21])[C@H:16]([OH:22])[C@H:15]1[O:23][CH3:24]. The catalyst class is: 7. (4) Reactant: Br[C:2]1[C:11]([O:12][CH3:13])=[CH:10][CH:9]=[C:8]2[C:3]=1[CH:4]=[CH:5][N:6]=[C:7]2[Cl:14].C([Li])CCC.C([O:23]B(OC(C)C)OC(C)C)(C)C.OO.[OH-].[Na+].S([O-])([O-])=O.[Na+].[Na+].Cl. Product: [Cl:14][C:7]1[C:8]2[CH:9]=[CH:10][C:11]([O:12][CH3:13])=[C:2]([OH:23])[C:3]=2[CH:4]=[CH:5][N:6]=1. The catalyst class is: 7. (5) Reactant: Br[C:2]1([F:17])[C:11](=[O:12])[C:10]2[CH:9]=[C:8]([C:13]([O:15][CH3:16])=[O:14])[CH:7]=[CH:6][C:5]=2[CH2:4][CH2:3]1.[Br-].[Li+].CN(C=O)C. Product: [F:17][C:2]1[C:11]([OH:12])=[C:10]2[C:5]([CH:6]=[CH:7][C:8]([C:13]([O:15][CH3:16])=[O:14])=[CH:9]2)=[CH:4][CH:3]=1. The catalyst class is: 6. (6) Reactant: CN(C)CCN.[CH:7]1([CH2:10][O:11][N:12]2C(=O)C3=CC=CC=C3C2=O)[CH2:9][CH2:8]1.C(O)(=O)C.[C:27]([C:30]1[CH:35]=[C:34]([Cl:36])[CH:33]=[CH:32][C:31]=1[NH:37][S:38]([C:41]([F:44])([F:43])[F:42])(=[O:40])=[O:39])(=O)[CH3:28]. Product: [Cl:36][C:34]1[CH:33]=[CH:32][C:31]([NH:37][S:38]([C:41]([F:44])([F:43])[F:42])(=[O:40])=[O:39])=[C:30]([C:27](=[N:12][O:11][CH2:10][CH:7]2[CH2:9][CH2:8]2)[CH3:28])[CH:35]=1. The catalyst class is: 14. (7) Product: [NH2:10][CH2:11][CH2:12][CH2:13][CH2:14][CH2:15][CH2:16][CH2:17][NH:18][C:19]([CH2:20][O:21][CH2:22][C:23]([NH:24][C:25]1[CH:30]=[CH:29][C:28]([CH:31]([NH:51][C:52]([CH:54]2[CH2:55][CH2:56][C:57]([F:61])([F:60])[CH2:58][CH2:59]2)=[O:53])[CH2:32][CH2:33][N:34]2[CH:39]3[CH2:40][CH2:41][CH:35]2[CH2:36][CH:37]([N:42]2[C:46]([CH3:47])=[N:45][N:44]=[C:43]2[CH:48]([CH3:50])[CH3:49])[CH2:38]3)=[CH:27][CH:26]=1)=[O:62])=[O:63]. Reactant: C(OC(=O)[NH:10][CH2:11][CH2:12][CH2:13][CH2:14][CH2:15][CH2:16][CH2:17][NH:18][C:19](=[O:63])[CH2:20][O:21][CH2:22][C:23](=[O:62])[NH:24][C:25]1[CH:30]=[CH:29][C:28]([CH:31]([NH:51][C:52]([CH:54]2[CH2:59][CH2:58][C:57]([F:61])([F:60])[CH2:56][CH2:55]2)=[O:53])[CH2:32][CH2:33][N:34]2[CH:39]3[CH2:40][CH2:41][CH:35]2[CH2:36][CH:37]([N:42]2[C:46]([CH3:47])=[N:45][N:44]=[C:43]2[CH:48]([CH3:50])[CH3:49])[CH2:38]3)=[CH:27][CH:26]=1)C1C=CC=CC=1. The catalyst class is: 5. (8) Reactant: [CH3:1][C:2](C)([O-:4])C.[K+].C[O:8][CH:9]([CH3:14])[C:10]([O:12][CH3:13])=O.[CH3:15]C(C)=O.O. Product: [CH3:13][O:12][CH:10]([C:9](=[O:8])[CH2:14][C:2](=[O:4])[CH3:1])[CH3:15]. The catalyst class is: 15. (9) Reactant: O1[C:5]2([CH2:10][CH2:9][N:8]([C:11]([C:13]3[NH:34][C:16]4[N:17]=[C:18]([C:28]5[CH:33]=[CH:32][CH:31]=[CH:30][CH:29]=5)[N:19]=[C:20]([NH:21][CH2:22][CH2:23][NH:24][C:25](=[O:27])[CH3:26])[C:15]=4[CH:14]=3)=[O:12])[CH2:7][CH2:6]2)[O:4]CC1.C([O-])(O)=O.[Na+]. Product: [O:4]=[C:5]1[CH2:10][CH2:9][N:8]([C:11]([C:13]2[NH:34][C:16]3[N:17]=[C:18]([C:28]4[CH:29]=[CH:30][CH:31]=[CH:32][CH:33]=4)[N:19]=[C:20]([NH:21][CH2:22][CH2:23][NH:24][C:25](=[O:27])[CH3:26])[C:15]=3[CH:14]=2)=[O:12])[CH2:7][CH2:6]1. The catalyst class is: 33.